Dataset: NCI-60 drug combinations with 297,098 pairs across 59 cell lines. Task: Regression. Given two drug SMILES strings and cell line genomic features, predict the synergy score measuring deviation from expected non-interaction effect. (1) Drug 1: CC(C1=C(C=CC(=C1Cl)F)Cl)OC2=C(N=CC(=C2)C3=CN(N=C3)C4CCNCC4)N. Drug 2: CC1CCC2CC(C(=CC=CC=CC(CC(C(=O)C(C(C(=CC(C(=O)CC(OC(=O)C3CCCCN3C(=O)C(=O)C1(O2)O)C(C)CC4CCC(C(C4)OC)OCCO)C)C)O)OC)C)C)C)OC. Cell line: RXF 393. Synergy scores: CSS=9.49, Synergy_ZIP=-2.52, Synergy_Bliss=-5.60, Synergy_Loewe=-18.7, Synergy_HSA=-5.91. (2) Drug 1: C1C(C(OC1N2C=NC3=C2NC=NCC3O)CO)O. Drug 2: C1CCC(C(C1)N)N.C(=O)(C(=O)[O-])[O-].[Pt+4]. Cell line: UO-31. Synergy scores: CSS=-8.79, Synergy_ZIP=8.07, Synergy_Bliss=15.9, Synergy_Loewe=-1.45, Synergy_HSA=-0.137. (3) Cell line: T-47D. Drug 1: CC1=C2C(C(=O)C3(C(CC4C(C3C(C(C2(C)C)(CC1OC(=O)C(C(C5=CC=CC=C5)NC(=O)C6=CC=CC=C6)O)O)OC(=O)C7=CC=CC=C7)(CO4)OC(=O)C)O)C)OC(=O)C. Drug 2: C1C(C(OC1N2C=NC(=NC2=O)N)CO)O. Synergy scores: CSS=19.4, Synergy_ZIP=-8.05, Synergy_Bliss=-6.11, Synergy_Loewe=-17.4, Synergy_HSA=-8.38. (4) Drug 1: CC1=C2C(C(=O)C3(C(CC4C(C3C(C(C2(C)C)(CC1OC(=O)C(C(C5=CC=CC=C5)NC(=O)OC(C)(C)C)O)O)OC(=O)C6=CC=CC=C6)(CO4)OC(=O)C)O)C)O. Drug 2: CC=C1C(=O)NC(C(=O)OC2CC(=O)NC(C(=O)NC(CSSCCC=C2)C(=O)N1)C(C)C)C(C)C. Cell line: SF-268. Synergy scores: CSS=45.3, Synergy_ZIP=0.418, Synergy_Bliss=0.509, Synergy_Loewe=-33.8, Synergy_HSA=-1.62. (5) Drug 1: C1CCC(C1)C(CC#N)N2C=C(C=N2)C3=C4C=CNC4=NC=N3. Drug 2: C1=NC(=NC(=O)N1C2C(C(C(O2)CO)O)O)N. Cell line: NCI-H460. Synergy scores: CSS=7.15, Synergy_ZIP=-4.50, Synergy_Bliss=-3.99, Synergy_Loewe=-26.5, Synergy_HSA=-4.83.